This data is from NCI-60 drug combinations with 297,098 pairs across 59 cell lines. The task is: Regression. Given two drug SMILES strings and cell line genomic features, predict the synergy score measuring deviation from expected non-interaction effect. (1) Drug 1: CC(CN1CC(=O)NC(=O)C1)N2CC(=O)NC(=O)C2. Drug 2: C1CC(=O)NC(=O)C1N2C(=O)C3=CC=CC=C3C2=O. Cell line: HT29. Synergy scores: CSS=38.5, Synergy_ZIP=3.41, Synergy_Bliss=4.86, Synergy_Loewe=2.63, Synergy_HSA=5.25. (2) Drug 1: C1=NC2=C(N1)C(=S)N=CN2. Drug 2: CC1CCC2CC(C(=CC=CC=CC(CC(C(=O)C(C(C(=CC(C(=O)CC(OC(=O)C3CCCCN3C(=O)C(=O)C1(O2)O)C(C)CC4CCC(C(C4)OC)O)C)C)O)OC)C)C)C)OC. Cell line: NCI-H226. Synergy scores: CSS=2.02, Synergy_ZIP=-0.465, Synergy_Bliss=0.270, Synergy_Loewe=-0.590, Synergy_HSA=0.246. (3) Drug 1: C1=CC(=CC=C1CCC2=CNC3=C2C(=O)NC(=N3)N)C(=O)NC(CCC(=O)O)C(=O)O. Drug 2: COC1=C2C(=CC3=C1OC=C3)C=CC(=O)O2. Cell line: U251. Synergy scores: CSS=35.4, Synergy_ZIP=6.07, Synergy_Bliss=5.54, Synergy_Loewe=-24.9, Synergy_HSA=-0.242. (4) Drug 1: CN(CC1=CN=C2C(=N1)C(=NC(=N2)N)N)C3=CC=C(C=C3)C(=O)NC(CCC(=O)O)C(=O)O. Drug 2: CC1CCCC2(C(O2)CC(NC(=O)CC(C(C(=O)C(C1O)C)(C)C)O)C(=CC3=CSC(=N3)C)C)C. Cell line: SW-620. Synergy scores: CSS=73.9, Synergy_ZIP=0.627, Synergy_Bliss=-0.847, Synergy_Loewe=0.603, Synergy_HSA=4.40. (5) Drug 1: CC(CN1CC(=O)NC(=O)C1)N2CC(=O)NC(=O)C2. Drug 2: C1=CC=C(C(=C1)C(C2=CC=C(C=C2)Cl)C(Cl)Cl)Cl. Cell line: 786-0. Synergy scores: CSS=2.84, Synergy_ZIP=-4.70, Synergy_Bliss=-0.381, Synergy_Loewe=-4.67, Synergy_HSA=-0.0875. (6) Drug 1: C1=CC(=CC=C1CCCC(=O)O)N(CCCl)CCCl. Drug 2: CC1CCC2CC(C(=CC=CC=CC(CC(C(=O)C(C(C(=CC(C(=O)CC(OC(=O)C3CCCCN3C(=O)C(=O)C1(O2)O)C(C)CC4CCC(C(C4)OC)OCCO)C)C)O)OC)C)C)C)OC. Cell line: RXF 393. Synergy scores: CSS=23.1, Synergy_ZIP=-5.49, Synergy_Bliss=-0.808, Synergy_Loewe=-4.34, Synergy_HSA=2.50. (7) Drug 1: CCC1=CC2CC(C3=C(CN(C2)C1)C4=CC=CC=C4N3)(C5=C(C=C6C(=C5)C78CCN9C7C(C=CC9)(C(C(C8N6C)(C(=O)OC)O)OC(=O)C)CC)OC)C(=O)OC.C(C(C(=O)O)O)(C(=O)O)O. Drug 2: CCC1(C2=C(COC1=O)C(=O)N3CC4=CC5=C(C=CC(=C5CN(C)C)O)N=C4C3=C2)O.Cl. Cell line: OVCAR-4. Synergy scores: CSS=7.84, Synergy_ZIP=-9.56, Synergy_Bliss=-5.62, Synergy_Loewe=-5.30, Synergy_HSA=-5.35.